This data is from Forward reaction prediction with 1.9M reactions from USPTO patents (1976-2016). The task is: Predict the product of the given reaction. (1) Given the reactants C([N:8](C(OC(C)(C)C)=O)[C@H:9]1[CH2:13][C@@H:12]([N:14]2[CH:22]=[N:21][C:20]3[C:15]2=[N:16][C:17]([Cl:24])=[N:18][C:19]=3[Cl:23])[C@H:11]([OH:25])[C@@H:10]1[OH:26])(OC(C)(C)C)=O.[F:34][C:35]([F:40])([F:39])[C:36]([OH:38])=[O:37].N[C@H]1C[C@@H](N2C=NC3C2=NC(Cl)=NC=3N)[C@H](O)[C@@H]1O, predict the reaction product. The product is: [F:34][C:35]([F:40])([F:39])[C:36]([OH:38])=[O:37].[NH2:8][C@H:9]1[CH2:13][C@@H:12]([N:14]2[CH:22]=[N:21][C:20]3[C:15]2=[N:16][C:17]([Cl:24])=[N:18][C:19]=3[Cl:23])[C@H:11]([OH:25])[C@@H:10]1[OH:26]. (2) Given the reactants [C:1]([C:9]1[CH:38]=[C:37]([Br:39])[CH:36]=[CH:35][C:10]=1[C:11]([N:13]([CH2:24][C:25]1[CH:30]=[CH:29][C:28]([S:31]([CH3:34])(=[O:33])=[O:32])=[CH:27][CH:26]=1)[CH2:14][C:15](=[O:23])[CH2:16][C:17]1[CH:22]=[CH:21][CH:20]=[CH:19][CH:18]=1)=[O:12])(=O)[C:2]1[CH:7]=[CH:6][CH:5]=[CH:4][CH:3]=1.N12CCCN=C1CCCCC2, predict the reaction product. The product is: [Br:39][C:37]1[CH:38]=[C:9]2[C:10](=[CH:35][CH:36]=1)[C:11](=[O:12])[N:13]([CH2:24][C:25]1[CH:30]=[CH:29][C:28]([S:31]([CH3:34])(=[O:33])=[O:32])=[CH:27][CH:26]=1)[C:14]([C:15](=[O:23])[CH2:16][C:17]1[CH:22]=[CH:21][CH:20]=[CH:19][CH:18]=1)=[C:1]2[C:2]1[CH:3]=[CH:4][CH:5]=[CH:6][CH:7]=1.